From a dataset of Human liver microsome stability data. Regression/Classification. Given a drug SMILES string, predict its absorption, distribution, metabolism, or excretion properties. Task type varies by dataset: regression for continuous measurements (e.g., permeability, clearance, half-life) or binary classification for categorical outcomes (e.g., BBB penetration, CYP inhibition). Dataset: hlm. The drug is CCc1nc2cc(Cl)ccn2c1C(=O)NCc1ccc(-c2ccc[nH]2)cc1. The result is 0 (unstable in human liver microsomes).